Dataset: Reaction yield outcomes from USPTO patents with 853,638 reactions. Task: Predict the reaction yield, written as a fraction of the theoretical maximum amount of product (1.0 means a 100% yield; for example, 0.34 means a 34% yield). (1) The reactants are [F:1][C:2]1[CH:17]=[CH:16][C:5]2[N:6]([CH:10]3[CH2:15][CH2:14][NH:13][CH2:12][CH2:11]3)[C:7](=[O:9])[NH:8][C:4]=2[CH:3]=1.[Cl:18][C:19]1[CH:20]=[CH:21][C:22]([O:29][CH2:30][CH:31]2[CH2:33][O:32]2)=[C:23]([NH:25][C:26](=[O:28])[CH3:27])[CH:24]=1. The catalyst is C(O)(C)C.CCO. The product is [Cl:18][C:19]1[CH:20]=[CH:21][C:22]([O:29][CH2:30][CH:31]([OH:32])[CH2:33][N:13]2[CH2:12][CH2:11][CH:10]([N:6]3[C:5]4[CH:16]=[CH:17][C:2]([F:1])=[CH:3][C:4]=4[NH:8][C:7]3=[O:9])[CH2:15][CH2:14]2)=[C:23]([NH:25][C:26](=[O:28])[CH3:27])[CH:24]=1. The yield is 0.990. (2) The reactants are [OH-:1].[Na+:2].C([OH:5])C.[CH:6]1[N:10]=[CH:9][N:8]([CH2:11][C:12]([P:18]([OH:21])([OH:20])=[O:19])([P:14]([OH:17])([OH:16])=[O:15])[OH:13])[CH:7]=1. The catalyst is O. The product is [CH:6]1[N:10]=[CH:9][N:8]([CH2:11][C:12]([P:14]([O-:17])([OH:16])=[O:15])([P:18]([O-:20])([OH:21])=[O:19])[OH:13])[CH:7]=1.[OH2:5].[OH2:1].[OH2:5].[OH2:5].[Na+:2].[Na+:2]. The yield is 0.980. (3) The reactants are [CH3:1][N:2]1[C:6]([C:7]([NH:9][C:10]2[CH:11]=[C:12]([C:16](NCCC(N)=N)=[O:17])[N:13]([CH3:15])[CH:14]=2)=[O:8])=[CH:5][C:4]([NH:24][C:25]([CH2:27]NC(N)=N)=[O:26])=[CH:3]1.[NH2:32][C:33]1[CH:38]=[C:37](O)[CH:36]=[CH:35][C:34]=1[CH2:40][CH2:41][Cl:42].CCN=C=NC[CH2:49][CH2:50]N(C)C.CN(C=[O:58])C. No catalyst specified. The product is [Cl:42][CH2:41][CH2:40][C:34]1[CH:35]=[C:36]([OH:58])[CH:37]=[CH:38][C:33]=1[NH:32][C:16]([C:12]1[N:13]([CH3:15])[CH:14]=[C:10]([NH:9][C:7]([C:6]2[N:2]([CH3:1])[CH:3]=[C:4]([NH:24][C:25](=[O:26])[CH2:27][CH2:49][CH3:50])[CH:5]=2)=[O:8])[CH:11]=1)=[O:17]. The yield is 0.0600. (4) The reactants are [NH2:1][C@@H:2]1[CH2:7][CH2:6][N:5]([C:8]([O:10][C:11]([CH3:14])([CH3:13])[CH3:12])=[O:9])[CH2:4][C@H:3]1[OH:15].[Cl:16][C:17]1[N:18]=[C:19]([C:24](O)=[O:25])[NH:20][C:21]=1[CH2:22][CH3:23].O.ON1C2C=CC=CC=2N=N1.CCN=C=NCCCN(C)C.Cl.C(N(CC)CC)C. No catalyst specified. The product is [Cl:16][C:17]1[N:18]=[C:19]([C:24]([NH:1][C@@H:2]2[CH2:7][CH2:6][N:5]([C:8]([O:10][C:11]([CH3:12])([CH3:14])[CH3:13])=[O:9])[CH2:4][C@H:3]2[OH:15])=[O:25])[NH:20][C:21]=1[CH2:22][CH3:23]. The yield is 0.920. (5) The reactants are [C:1]([C:8]([NH2:11])([OH:10])C)(OC(C)(C)C)=O.[CH:12]1[CH:13]=[CH:14][C:15]([NH:22][C:23]2[C:24]([Cl:30])=[CH:25][CH:26]=[CH:27][C:28]=2[Cl:29])=[C:16]([CH2:18][C:19]([OH:21])=[O:20])[CH:17]=1.[ClH:31].C(OCC)(=O)C.C(OCC)C.CCCCCC. The catalyst is ClCCl. The product is [NH2:11][CH:8]([OH:10])[CH3:1].[CH:12]1[CH:13]=[CH:14][C:15]([NH:22][C:23]2[C:28]([Cl:29])=[CH:27][CH:26]=[CH:25][C:24]=2[Cl:30])=[C:16]([CH2:18][C:19]([OH:21])=[O:20])[CH:17]=1.[ClH:31]. The yield is 0.980. (6) The reactants are C(O[C:6](=[O:27])[C@H:7]([NH:13][S:14]([CH2:17][C:18]1[CH:26]=[CH:25][C:21]2[S:22][CH:23]=[CH:24][C:20]=2[CH:19]=1)(=[O:16])=[O:15])[CH2:8][CH2:9][C:10]([OH:12])=O)(C)(C)C.C1C=NC2[N:34]([OH:37])N=NC=2C=1.C(Cl)CCl.[NH:42]1[CH2:47][CH2:46][O:45][CH2:44][CH2:43]1. The catalyst is CN(C=O)C. The product is [OH:37][NH:34][C:6](=[O:27])[C@H:7]([NH:13][S:14]([CH2:17][C:18]1[CH:26]=[CH:25][C:21]2[S:22][CH:23]=[CH:24][C:20]=2[CH:19]=1)(=[O:15])=[O:16])[CH2:8][CH2:9][C:10]([N:42]1[CH2:47][CH2:46][O:45][CH2:44][CH2:43]1)=[O:12]. The yield is 1.00. (7) The reactants are [C:1]([C:4]1[CH:5]=[C:6]([N:10]([CH3:15])[S:11]([CH3:14])(=[O:13])=[O:12])[CH:7]=[CH:8][CH:9]=1)(=[O:3])[CH3:2].CO[CH:18](OC)[N:19]([CH3:21])[CH3:20]. The catalyst is C(OCC)(=O)C.CO. The product is [CH3:18][N:19]([CH3:21])[CH:20]=[CH:2][C:1]([C:4]1[CH:5]=[C:6]([N:10]([CH3:15])[S:11]([CH3:14])(=[O:12])=[O:13])[CH:7]=[CH:8][CH:9]=1)=[O:3]. The yield is 0.886. (8) The reactants are [Cl:1][C:2]1[N:7]=[C:6]([C:8]#[N:9])[C:5]([N+:10]([O-:12])=[O:11])=[CH:4][CH:3]=1.[OH:13]S(O)(=O)=O. No catalyst specified. The product is [Cl:1][C:2]1[N:7]=[C:6]([C:8]([NH2:9])=[O:13])[C:5]([N+:10]([O-:12])=[O:11])=[CH:4][CH:3]=1. The yield is 0.730. (9) The reactants are [F:1][CH:2]([F:12])[O:3][CH:4]1[CH2:9][CH2:8][N:7](C=O)[CH2:6][CH2:5]1.[OH-].[K+]. The catalyst is O. The product is [F:1][CH:2]([F:12])[O:3][CH:4]1[CH2:9][CH2:8][NH:7][CH2:6][CH2:5]1. The yield is 0.483. (10) The reactants are [OH:1][CH2:2][C:3]1[CH2:8][CH2:7][CH2:6][CH2:5][C:4]=1[C:9]1[CH:14]=[CH:13][C:12]([NH:15][C:16](=[O:25])[C:17]2[C:22]([F:23])=[CH:21][CH:20]=[CH:19][C:18]=2[F:24])=[CH:11][CH:10]=1.CC(OI1(OC(C)=O)(OC(C)=O)OC(=O)C2C=CC=CC1=2)=O. The catalyst is C(Cl)Cl. The product is [CH:2]([C:3]1[CH2:8][CH2:7][CH2:6][CH2:5][C:4]=1[C:9]1[CH:14]=[CH:13][C:12]([NH:15][C:16](=[O:25])[C:17]2[C:18]([F:24])=[CH:19][CH:20]=[CH:21][C:22]=2[F:23])=[CH:11][CH:10]=1)=[O:1]. The yield is 0.780.